Dataset: Catalyst prediction with 721,799 reactions and 888 catalyst types from USPTO. Task: Predict which catalyst facilitates the given reaction. (1) Reactant: [C:1]([O:5][C:6]([N:8]1[CH2:13][CH2:12][N:11]([C:14]([O:16][C:17]([CH3:20])([CH3:19])[CH3:18])=[O:15])[CH2:10][CH:9]1[CH2:21][CH:22]=[CH:23][C:24]1[S:25][CH:26]=[CH:27][CH:28]=1)=[O:7])([CH3:4])([CH3:3])[CH3:2]. Product: [C:1]([O:5][C:6]([N:8]1[CH2:13][CH2:12][N:11]([C:14]([O:16][C:17]([CH3:18])([CH3:19])[CH3:20])=[O:15])[CH2:10][CH:9]1[CH2:21][CH2:22][CH2:23][C:24]1[S:25][CH:26]=[CH:27][CH:28]=1)=[O:7])([CH3:2])([CH3:3])[CH3:4]. The catalyst class is: 129. (2) Reactant: [OH:1][C:2]1[C:7]([C@@H:8]2[CH2:12][CH2:11][N:10]([CH3:13])[C@H:9]2[CH2:14][OH:15])=[C:6]([O:16][CH3:17])[CH:5]=[C:4]([O:18][CH3:19])[C:3]=1[C:20](=[O:22])[CH3:21].[CH3:23][O:24][C:25]1[CH:34]=[CH:33][CH:32]=[CH:31][C:26]=1[C:27](OC)=O.[H-].[Na+]. Product: [OH:15][CH2:14][C@H:9]1[C@H:8]([C:7]2[C:6]([O:16][CH3:17])=[CH:5][C:4]([O:18][CH3:19])=[C:3]3[C:2]=2[O:1][C:27]([C:26]2[CH:31]=[CH:32][CH:33]=[CH:34][C:25]=2[O:24][CH3:23])=[CH:21][C:20]3=[O:22])[CH2:12][CH2:11][N:10]1[CH3:13]. The catalyst class is: 3.